This data is from Catalyst prediction with 721,799 reactions and 888 catalyst types from USPTO. The task is: Predict which catalyst facilitates the given reaction. (1) Reactant: [Cl:1][C:2]1[C:3]([F:31])=[C:4]([CH:8]=[C:9]([Cl:30])[C:10]=1[NH:11][C:12]1[N:22]=[C:21]2[C:15]([N:16]([CH3:29])[C:17](=[O:28])[CH2:18][CH2:19][N:20]2[CH:23]2[CH2:27][CH2:26][CH2:25][CH2:24]2)=[CH:14][N:13]=1)[C:5](O)=[O:6].CN(C(ON1N=NC2C=CC=NC1=2)=[N+](C)C)C.F[P-](F)(F)(F)(F)F.[NH2:56][CH:57]1[CH2:62][CH2:61][N:60]([CH3:63])[CH2:59][CH2:58]1.C(N(C(C)C)CC)(C)C. Product: [Cl:1][C:2]1[C:3]([F:31])=[C:4]([CH:8]=[C:9]([Cl:30])[C:10]=1[NH:11][C:12]1[N:22]=[C:21]2[C:15]([N:16]([CH3:29])[C:17](=[O:28])[CH2:18][CH2:19][N:20]2[CH:23]2[CH2:27][CH2:26][CH2:25][CH2:24]2)=[CH:14][N:13]=1)[C:5]([NH:56][CH:57]1[CH2:62][CH2:61][N:60]([CH3:63])[CH2:59][CH2:58]1)=[O:6]. The catalyst class is: 3. (2) Reactant: [F:1][CH:2]([F:23])[C:3]1[N:4]=[N:5][N:6]([CH2:8][C@@H:9]2[O:13][C:12](=[O:14])[N:11]([C:15]3[CH:20]=[CH:19][C:18](I)=[C:17]([F:22])[CH:16]=3)[CH2:10]2)[CH:7]=1.[B:24]1([B:24]2[O:28][C:27]([CH3:30])([CH3:29])[C:26]([CH3:32])([CH3:31])[O:25]2)[O:28][C:27]([CH3:30])([CH3:29])[C:26]([CH3:32])([CH3:31])[O:25]1.C([O-])(=O)C.[K+].C(OCC)(=O)C. Product: [F:1][CH:2]([F:23])[C:3]1[N:4]=[N:5][N:6]([CH2:8][C@@H:9]2[O:13][C:12](=[O:14])[N:11]([C:15]3[CH:20]=[CH:19][C:18]([B:24]4[O:28][C:27]([CH3:30])([CH3:29])[C:26]([CH3:32])([CH3:31])[O:25]4)=[C:17]([F:22])[CH:16]=3)[CH2:10]2)[CH:7]=1. The catalyst class is: 16. (3) Reactant: [CH3:1][C:2]1[CH:7]=[CH:6][C:5]([S:8]([O:11][CH2:12][CH2:13][CH2:14][CH2:15][CH2:16][O:17][CH2:18][CH2:19][CH2:20][O:21][CH2:22][C:23]([OH:25])=O)(=[O:10])=[O:9])=[CH:4][CH:3]=1.CN(C(ON1N=NC2C=CC=NC1=2)=[N+](C)C)C.F[P-](F)(F)(F)(F)F.CCN(C(C)C)C(C)C.[NH2:59][C@@H:60]([C:85]([CH3:88])([CH3:87])[CH3:86])[C:61]([N:63]1[CH2:67][C@H:66]([OH:68])[CH2:65][C@H:64]1[C:69]([NH:71][CH2:72][C:73]1[CH:78]=[CH:77][C:76]([C:79]2[S:83][CH:82]=[N:81][C:80]=2[CH3:84])=[CH:75][CH:74]=1)=[O:70])=[O:62]. Product: [CH3:86][C:85]([CH3:88])([CH3:87])[C@H:60]([NH:59][C:23](=[O:25])[CH2:22][O:21][CH2:20][CH2:19][CH2:18][O:17][CH2:16][CH2:15][CH2:14][CH2:13][CH2:12][O:11][S:8]([C:5]1[CH:4]=[CH:3][C:2]([CH3:1])=[CH:7][CH:6]=1)(=[O:9])=[O:10])[C:61]([N:63]1[CH2:67][C@H:66]([OH:68])[CH2:65][C@H:64]1[C:69]([NH:71][CH2:72][C:73]1[CH:78]=[CH:77][C:76]([C:79]2[S:83][CH:82]=[N:81][C:80]=2[CH3:84])=[CH:75][CH:74]=1)=[O:70])=[O:62]. The catalyst class is: 35. (4) Reactant: C([O-])([O-])=O.[K+].[K+].Cl[C:8]1[CH:17]=[C:16]([C:18]([OH:20])=[O:19])[C:15]2[C:10](=[CH:11][CH:12]=[CH:13][CH:14]=2)[N:9]=1.[CH3:21][NH:22][S:23]([C:26]1[CH:31]=[CH:30][C:29](B(O)O)=[CH:28][CH:27]=1)(=[O:25])=[O:24]. Product: [CH3:21][NH:22][S:23]([C:26]1[CH:27]=[CH:28][C:29]([C:8]2[CH:17]=[C:16]([C:18]([OH:20])=[O:19])[C:15]3[C:10](=[CH:11][CH:12]=[CH:13][CH:14]=3)[N:9]=2)=[CH:30][CH:31]=1)(=[O:24])=[O:25]. The catalyst class is: 127.